Dataset: Forward reaction prediction with 1.9M reactions from USPTO patents (1976-2016). Task: Predict the product of the given reaction. (1) Given the reactants [Br:1][C:2]1[CH:7]=[CH:6][C:5]([S:8](Cl)(=[O:10])=[O:9])=[CH:4][CH:3]=1.[CH2:12]([O:19][CH2:20][CH2:21][OH:22])[C:13]1[CH:18]=[CH:17][CH:16]=[CH:15][CH:14]=1.C(N(CC)CC)C.O, predict the reaction product. The product is: [Br:1][C:2]1[CH:7]=[CH:6][C:5]([S:8]([O:22][CH2:21][CH2:20][O:19][CH2:12][C:13]2[CH:18]=[CH:17][CH:16]=[CH:15][CH:14]=2)(=[O:10])=[O:9])=[CH:4][CH:3]=1. (2) Given the reactants [CH:1]1([C:7]2[N:8]([CH2:13][C:14]([O:16][CH2:17][CH3:18])=[O:15])[C:9]([CH3:12])=[CH:10][CH:11]=2)[CH2:6][CH2:5][CH2:4][CH2:3][CH2:2]1.C([SiH](CC)CC)C.FC(F)(F)S(O[Si](C)(C)C)(=O)=O.[N:38]1([S:43]([C:46]2[CH:53]=[CH:52][CH:51]=[CH:50][C:47]=2[CH:48]=O)(=[O:45])=[O:44])[CH2:42][CH2:41][CH2:40][CH2:39]1, predict the reaction product. The product is: [CH:1]1([C:7]2[N:8]([CH2:13][C:14]([O:16][CH2:17][CH3:18])=[O:15])[C:9]([CH3:12])=[C:10]([CH2:48][C:47]3[CH:50]=[CH:51][CH:52]=[CH:53][C:46]=3[S:43]([N:38]3[CH2:42][CH2:41][CH2:40][CH2:39]3)(=[O:44])=[O:45])[CH:11]=2)[CH2:2][CH2:3][CH2:4][CH2:5][CH2:6]1. (3) Given the reactants [NH2:1][C:2]1[N:3]=[CH:4][C:5]([C:12]2[CH:13]=[N:14][N:15]([CH:17]3[CH2:22][CH2:21][N:20]([C:23](=[O:25])[CH3:24])[CH2:19][CH2:18]3)[CH:16]=2)=[C:6]2[CH:10]=[C:9](Cl)[O:8][C:7]=12.C(OC([N:33]1[C:37]2=[CH:38][N:39]=[CH:40][CH:41]=[C:36]2[C:35](B(O)O)=[CH:34]1)=O)(C)(C)C.C([O-])([O-])=O.[Na+].[Na+], predict the reaction product. The product is: [NH2:1][C:2]1[N:3]=[CH:4][C:5]([C:12]2[CH:13]=[N:14][N:15]([CH:17]3[CH2:22][CH2:21][N:20]([C:23](=[O:25])[CH3:24])[CH2:19][CH2:18]3)[CH:16]=2)=[C:6]2[CH:10]=[C:9]([C:35]3[C:36]4[C:37](=[CH:38][N:39]=[CH:40][CH:41]=4)[NH:33][CH:34]=3)[O:8][C:7]=12. (4) Given the reactants [CH3:1][C:2]1[C@H:8]2[C:9]([CH3:11])([CH3:10])[C@H:6]([CH2:7]2)[C:4](=[O:5])[CH:3]=1.[N:12]1[CH:17]=[CH:16][CH:15]=[CH:14][C:13]=1[CH:18]=O.O(C)[Na].O, predict the reaction product. The product is: [CH3:10][C:9]1([CH3:11])[C@@H:6]2[CH2:7][C@H:8]1[C:2](/[CH:1]=[CH:18]/[C:13]1[CH:14]=[CH:15][CH:16]=[CH:17][N:12]=1)=[CH:3][C:4]2=[O:5]. (5) Given the reactants [NH2:1][C:2]1[N:3]=[C:4]2[C:10]([CH2:11][CH3:12])=[C:9]([C:13]3[CH:18]=[CH:17][C:16]([C:19](=[O:21])[CH3:20])=[CH:15][CH:14]=3)[N:8]([CH2:22][O:23][CH2:24][CH2:25][Si:26]([CH3:29])([CH3:28])[CH3:27])[C:5]2=[N:6][CH:7]=1.Cl[CH2:31][CH:32]=O, predict the reaction product. The product is: [CH2:11]([C:10]1[C:4]2[N:3]3[CH:31]=[CH:32][N:1]=[C:2]3[CH:7]=[N:6][C:5]=2[N:8]([CH2:22][O:23][CH2:24][CH2:25][Si:26]([CH3:29])([CH3:27])[CH3:28])[C:9]=1[C:13]1[CH:14]=[CH:15][C:16]([C:19](=[O:21])[CH3:20])=[CH:17][CH:18]=1)[CH3:12].